Dataset: Reaction yield outcomes from USPTO patents with 853,638 reactions. Task: Predict the reaction yield, written as a fraction of the theoretical maximum amount of product (1.0 means a 100% yield; for example, 0.34 means a 34% yield). (1) The reactants are [Cl:1][C:2]1[CH:7]=[CH:6][C:5]([C:8]2[C:9](=[O:31])[O:10][C:11]3[C:16]([C:17]=2[CH2:18][C:19]2[CH:24]=[CH:23][C:22]([O:25][CH2:26][CH2:27][Br:28])=[CH:21][CH:20]=2)=[CH:15][CH:14]=[C:13]([O:29]C)[CH:12]=3)=[CH:4][CH:3]=1.Br.CC(O)=O. The catalyst is O. The product is [Cl:1][C:2]1[CH:3]=[CH:4][C:5]([C:8]2[C:9](=[O:31])[O:10][C:11]3[C:16]([C:17]=2[CH2:18][C:19]2[CH:24]=[CH:23][C:22]([O:25][CH2:26][CH2:27][Br:28])=[CH:21][CH:20]=2)=[CH:15][CH:14]=[C:13]([OH:29])[CH:12]=3)=[CH:6][CH:7]=1. The yield is 0.780. (2) The reactants are [CH2:1]([OH:5])[CH2:2][C:3]#[CH:4].N1C=CC=CC=1.[C:12]1([CH3:22])[CH:17]=[CH:16][C:15]([S:18](Cl)(=[O:20])=[O:19])=[CH:14][CH:13]=1. The catalyst is C(Cl)Cl. The product is [CH3:22][C:12]1[CH:17]=[CH:16][C:15]([S:18]([O:5][CH2:1][CH2:2][C:3]#[CH:4])(=[O:20])=[O:19])=[CH:14][CH:13]=1. The yield is 0.160.